This data is from Retrosynthesis with 50K atom-mapped reactions and 10 reaction types from USPTO. The task is: Predict the reactants needed to synthesize the given product. (1) Given the product NC[C@H]1CN(c2ccc(C3=CCN(Cc4ccccc4)CC3)c(F)c2)C(=O)O1, predict the reactants needed to synthesize it. The reactants are: [N-]=[N+]=NC[C@H]1CN(c2ccc(C3=CCN(Cc4ccccc4)CC3)c(F)c2)C(=O)O1. (2) Given the product Cc1ccc(S(=O)(=O)N2CCCC2c2cccs2)cc1, predict the reactants needed to synthesize it. The reactants are: Cc1ccc(S(=O)(=O)Cl)cc1.c1csc(C2CCCN2)c1. (3) Given the product Cc1cccc(Oc2ccc(NC(=O)C3(c4ccc5c(c4)OCO5)CC3)cn2)c1C, predict the reactants needed to synthesize it. The reactants are: Cc1cccc(Oc2ccc(N)cn2)c1C.O=C(Cl)C1(c2ccc3c(c2)OCO3)CC1. (4) Given the product C=COCCOc1c(C)cc([S+](c2ccccc2)c2ccccc2)cc1C, predict the reactants needed to synthesize it. The reactants are: C=COCCCl.Cc1cc([S+](c2ccccc2)c2ccccc2)cc(C)c1O. (5) Given the product COc1ccc(C2CC(C(F)(F)F)n3nc(-c4cccc(C(=O)N5CCN(C(=O)OC(C)(C)C)CC5)c4)cc3N2)cc1OC, predict the reactants needed to synthesize it. The reactants are: CC(C)(C)OC(=O)N1CCNCC1.COc1ccc(C2CC(C(F)(F)F)n3nc(-c4cccc(C(=O)O)c4)cc3N2)cc1OC.